This data is from Catalyst prediction with 721,799 reactions and 888 catalyst types from USPTO. The task is: Predict which catalyst facilitates the given reaction. (1) Reactant: [C:1]([O:5][C:6]([N:8]1[CH2:11][CH:10]([CH2:12][N:13]([CH2:19][C:20]2[CH:25]=[CH:24][C:23]([Cl:26])=[CH:22][C:21]=2[Cl:27])[CH2:14][CH2:15][C:16](=[O:18])[CH3:17])[CH2:9]1)=[O:7])([CH3:4])([CH3:3])[CH3:2].[CH3:28][Mg+].[Br-]. Product: [C:1]([O:5][C:6]([N:8]1[CH2:11][CH:10]([CH2:12][N:13]([CH2:19][C:20]2[CH:25]=[CH:24][C:23]([Cl:26])=[CH:22][C:21]=2[Cl:27])[CH2:14][CH2:15][C:16]([OH:18])([CH3:28])[CH3:17])[CH2:9]1)=[O:7])([CH3:2])([CH3:3])[CH3:4]. The catalyst class is: 28. (2) Reactant: [Si]([O:8][CH2:9][C:10]1[CH:15]=[CH:14][C:13]([N:16]2[CH2:20][CH2:19][CH2:18][C@H:17]2[C:21]([F:24])([F:23])[F:22])=[CH:12][CH:11]=1)(C(C)(C)C)(C)C.[F-].C([N+](CCCC)(CCCC)CCCC)CCC.O.C(OCC)(=O)C. Product: [F:24][C:21]([F:22])([F:23])[C@@H:17]1[CH2:18][CH2:19][CH2:20][N:16]1[C:13]1[CH:14]=[CH:15][C:10]([CH2:9][OH:8])=[CH:11][CH:12]=1. The catalyst class is: 7. (3) Reactant: Cl[C:2]1[N:3]=[N+:4]([O-:12])[C:5]2[CH:11]=[CH:10][CH:9]=[CH:8][C:6]=2[N:7]=1.NCC[N:16]([CH3:27])[CH2:17][CH2:18][NH:19][C:20](=[O:26])[O:21][C:22]([CH3:25])([CH3:24])[CH3:23].C([N:30]([CH2:33][CH3:34])CC)C. Product: [O-:12][N+:4]1[C:5]2[CH:11]=[CH:10][CH:9]=[CH:8][C:6]=2[N:7]=[C:2]([NH:7][CH2:6][CH2:8][N:19]([CH2:18][CH2:17][NH:16][C:27]2[N:3]=[N+:4]([O-:12])[C:5]3[CH:11]=[CH:10][CH:9]=[CH:34][C:33]=3[N:30]=2)[C:20](=[O:26])[O:21][C:22]([CH3:23])([CH3:24])[CH3:25])[N:3]=1. The catalyst class is: 57. (4) Reactant: [CH3:1][S:2][C:3]1[N:8]=[CH:7][C:6]([C:9](OC)=[O:10])=[CH:5][N:4]=1.[H-].C([Al+]CC(C)C)C(C)C. Product: [CH3:1][S:2][C:3]1[N:8]=[CH:7][C:6]([CH2:9][OH:10])=[CH:5][N:4]=1. The catalyst class is: 1. (5) Reactant: [F:1][C:2]([F:16])([F:15])[C:3]1[CH:14]=[CH:13][C:6]([CH2:7][CH:8]([C:11]#[N:12])[C:9]#[N:10])=[CH:5][CH:4]=1.[CH:17]([CH:19]=[CH2:20])=[O:18]. Product: [CH:17]([CH2:19][CH2:20][C:8]([CH2:7][C:6]1[CH:5]=[CH:4][C:3]([C:2]([F:15])([F:16])[F:1])=[CH:14][CH:13]=1)([C:11]#[N:12])[C:9]#[N:10])=[O:18]. The catalyst class is: 7. (6) Reactant: [CH3:1][C:2]1[S:6][C:5]([S:7][CH2:8][C:9]2[CH2:26][S:25][C@@H:12]3[C@H:13]([NH:16][C:17]([CH2:19][N:20]4[N:24]=[N:23][N:22]=[CH:21]4)=[O:18])[C:14](=[O:15])[N:11]3[C:10]=2[C:27]([OH:29])=[O:28])=[N:4][N:3]=1.[N+:30]([O-:33])([OH:32])=[O:31]. Product: [CH3:1][C:2]1[S:6][C:5]([S:7][CH2:8][C:9]2[CH2:26][S:25][C@@H:12]3[C@H:13]([NH:16][C:17]([CH2:19][N:20]4[N:24]=[N:23][N:22]=[CH:21]4)=[O:18])[C:14](=[O:15])[N:11]3[C:10]=2[C:27]([OH:29])=[O:28])=[N:4][N:3]=1.[N+:30]([O-:33])([O-:32])=[O:31]. The catalyst class is: 449. (7) Reactant: C[O:2][C:3]([C@@H:5]1[CH2:17][C:16]2[C:15]3[C:10](=[CH:11][CH:12]=[CH:13][CH:14]=3)[NH:9][C:8]=2[C@H:7]([C:18]2[CH:26]=[CH:25][C:21]3[O:22][CH2:23][O:24][C:20]=3[CH:19]=2)[N:6]1[C:27](=[O:30])[CH2:28]Cl)=O.[CH3:31][NH2:32]. Product: [O:22]1[C:21]2[CH:25]=[CH:26][C:18]([C@@H:7]3[C:8]4[NH:9][C:10]5[CH:11]=[CH:12][CH:13]=[CH:14][C:15]=5[C:16]=4[CH2:17][C@@H:5]4[C:3](=[O:2])[N:32]([CH3:31])[CH2:28][C:27](=[O:30])[N:6]34)=[CH:19][C:20]=2[O:24][CH2:23]1. The catalyst class is: 5. (8) Reactant: [NH2:1][C:2]1[N:10]=[C:9]([CH2:11][O:12][CH3:13])[CH:8]=[CH:7][C:3]=1[C:4]([OH:6])=O.[CH3:14][C:15]1[CH:16]=[C:17]([O:21][C:22]2[CH:29]=[CH:28][C:25]([CH2:26][NH2:27])=[CH:24][CH:23]=2)[CH:18]=[CH:19][CH:20]=1.CN([P+](ON1N=NC2C=CC=CC1=2)(N(C)C)N(C)C)C.F[P-](F)(F)(F)(F)F.C(=O)(O)[O-].[Na+]. Product: [CH3:14][C:15]1[CH:16]=[C:17]([O:21][C:22]2[CH:29]=[CH:28][C:25]([CH2:26][NH:27][C:4](=[O:6])[C:3]3[CH:7]=[CH:8][C:9]([CH2:11][O:12][CH3:13])=[N:10][C:2]=3[NH2:1])=[CH:24][CH:23]=2)[CH:18]=[CH:19][CH:20]=1. The catalyst class is: 338. (9) Reactant: C[Al](C)C.CCCCCCC.[CH2:12]([N:14]([CH2:18][CH3:19])[CH2:15][CH2:16][NH2:17])[CH3:13].[I:20][C:21]1[CH:22]=[C:23]2[C:28](=[CH:29][CH:30]=1)[NH:27][CH:26]=[C:25]([C:31](OCC)=[O:32])[C:24]2=[O:36].NC(C1C=CC2C(=CC=CC=2)N=1)=O. Product: [CH2:12]([N:14]([CH2:18][CH3:19])[CH2:15][CH2:16][NH:17][C:31]([C:25]1[C:24](=[O:36])[C:23]2[C:28](=[CH:29][CH:30]=[C:21]([I:20])[CH:22]=2)[NH:27][CH:26]=1)=[O:32])[CH3:13]. The catalyst class is: 46. (10) Reactant: C(OP(CC1[N:11]=[CH:12][N:13]([C:15]([C:28]2[CH:33]=[CH:32][CH:31]=[CH:30][CH:29]=2)([C:22]2[CH:27]=[CH:26][CH:25]=[CH:24][CH:23]=2)[C:16]2[CH:21]=[CH:20][CH:19]=[CH:18][CH:17]=2)[CH:14]=1)(=O)OCC)C.[CH3:34][C:35]([O-])(C)C.[K+].[C:40]([C:44]1[CH:49]=[CH:48][CH:47]=[CH:46][CH:45]=1)(=O)[CH2:41][CH3:42]. Product: [C:44]1([C:40]([CH2:34][CH3:35])=[CH:41][C:42]2[N:11]=[CH:12][N:13]([C:15]([C:16]3[CH:21]=[CH:20][CH:19]=[CH:18][CH:17]=3)([C:22]3[CH:23]=[CH:24][CH:25]=[CH:26][CH:27]=3)[C:28]3[CH:33]=[CH:32][CH:31]=[CH:30][CH:29]=3)[CH:14]=2)[CH:49]=[CH:48][CH:47]=[CH:46][CH:45]=1. The catalyst class is: 56.